Dataset: Acute oral toxicity (LD50) regression data from Zhu et al.. Task: Regression/Classification. Given a drug SMILES string, predict its toxicity properties. Task type varies by dataset: regression for continuous values (e.g., LD50, hERG inhibition percentage) or binary classification for toxic/non-toxic outcomes (e.g., AMES mutagenicity, cardiotoxicity, hepatotoxicity). Dataset: ld50_zhu. (1) The drug is C#CCON=C1CC2CCC1(C)C2(C)C. The rat oral LD50 is 2.17, given as -log10 of the dose in mol/kg body weight (higher means more acutely toxic). (2) The drug is COC(C)CC(=O)O. The rat oral LD50 is 1.59, given as -log10 of the dose in mol/kg body weight (higher means more acutely toxic). (3) The compound is CCS(=O)CCSP(=O)(OC)OC. The rat oral LD50 is 3.91, given as -log10 of the dose in mol/kg body weight (higher means more acutely toxic).